From a dataset of Full USPTO retrosynthesis dataset with 1.9M reactions from patents (1976-2016). Predict the reactants needed to synthesize the given product. (1) The reactants are: [CH3:1][O:2][C:3]1[CH:4]=[C:5]([N:9]2[C:13]3[N:14]=[C:15]([CH3:21])[CH:16]=[C:17]([C:18]([OH:20])=O)[C:12]=3[C:11]([CH3:22])=[N:10]2)[CH:6]=[CH:7][CH:8]=1.[CH3:23][C:24]1[C:29]([NH2:30])=[C:28]([CH3:31])[CH:27]=[CH:26][N:25]=1.N1C=CC=CC=1.P(Cl)(Cl)(Cl)=O. Given the product [CH3:23][C:24]1[C:29]([NH:30][C:18]([C:17]2[C:12]3[C:11]([CH3:22])=[N:10][N:9]([C:5]4[CH:6]=[CH:7][CH:8]=[C:3]([O:2][CH3:1])[CH:4]=4)[C:13]=3[N:14]=[C:15]([CH3:21])[CH:16]=2)=[O:20])=[C:28]([CH3:31])[CH:27]=[CH:26][N:25]=1, predict the reactants needed to synthesize it. (2) Given the product [F:16][C:17]1[CH:22]=[CH:21][C:20]([C:2]2[CH:11]=[CH:10][C:5]([C:6]([O:8][CH3:9])=[O:7])=[C:4]([O:12][CH:13]([CH3:15])[CH3:14])[CH:3]=2)=[CH:19][CH:18]=1, predict the reactants needed to synthesize it. The reactants are: I[C:2]1[CH:11]=[CH:10][C:5]([C:6]([O:8][CH3:9])=[O:7])=[C:4]([O:12][CH:13]([CH3:15])[CH3:14])[CH:3]=1.[F:16][C:17]1[CH:22]=[CH:21][C:20](B(O)O)=[CH:19][CH:18]=1.C1(P(C2CCCCC2)C2C=CC=CC=2C2C(OC)=CC=CC=2OC)CCCCC1.C(=O)([O-])[O-].[Na+].[Na+].